This data is from Full USPTO retrosynthesis dataset with 1.9M reactions from patents (1976-2016). The task is: Predict the reactants needed to synthesize the given product. The reactants are: [Cl:1][C:2]1[C:7]2[CH:8]=[N:9][NH:10][C:6]=2[CH:5]=[C:4]([Cl:11])[N:3]=1.[N:12]1([CH2:17][C:18]2[CH:23]=[CH:22][C:21]([CH2:24]O)=[CH:20][CH:19]=2)[CH:16]=[CH:15][CH:14]=[N:13]1.C1(P(C2C=CC=CC=2)C2C=CC=CC=2)C=CC=CC=1.N(/C(OC(C)C)=O)=N\C(OC(C)C)=O. Given the product [N:12]1([CH2:17][C:18]2[CH:23]=[CH:22][C:21]([CH2:24][N:10]3[C:6]4[CH:5]=[C:4]([Cl:11])[N:3]=[C:2]([Cl:1])[C:7]=4[CH:8]=[N:9]3)=[CH:20][CH:19]=2)[CH:16]=[CH:15][CH:14]=[N:13]1.[N:12]1([CH2:17][C:18]2[CH:23]=[CH:22][C:21]([CH2:24][N:9]3[CH:8]=[C:7]4[C:2]([Cl:1])=[N:3][C:4]([Cl:11])=[CH:5][C:6]4=[N:10]3)=[CH:20][CH:19]=2)[CH:16]=[CH:15][CH:14]=[N:13]1, predict the reactants needed to synthesize it.